This data is from Reaction yield outcomes from USPTO patents with 853,638 reactions. The task is: Predict the reaction yield, written as a fraction of the theoretical maximum amount of product (1.0 means a 100% yield; for example, 0.34 means a 34% yield). (1) The product is [Cl:1][C:2]1[CH:7]=[CH:6][C:5]([C:8]2[CH:12]=[C:11]([CH2:13][CH2:14][CH2:15][N:27]3[CH2:28][CH2:29][N:24]([CH2:17][C:18]4[CH:19]=[CH:20][CH:21]=[CH:22][CH:23]=4)[CH2:25][CH2:26]3)[O:10][N:9]=2)=[CH:4][CH:3]=1. The catalyst is C(Cl)Cl. The reactants are [Cl:1][C:2]1[CH:7]=[CH:6][C:5]([C:8]2[CH:12]=[C:11]([CH2:13][CH2:14][CH:15]=O)[O:10][N:9]=2)=[CH:4][CH:3]=1.[CH2:17]([N:24]1[CH2:29][CH2:28][NH:27][CH2:26][CH2:25]1)[C:18]1[CH:23]=[CH:22][CH:21]=[CH:20][CH:19]=1.[BH-](OC(C)=O)(OC(C)=O)OC(C)=O.[Na+]. The yield is 0.583. (2) The reactants are [C:1]([CH2:3][CH2:4][NH:5][C:6]([C:8]1[C:12]([NH:13][C:14]([C:16]2[CH:21]=[CH:20][CH:19]=[C:18]([CH3:22])[N:17]=2)=[O:15])=[CH:11][N:10](C2CCCCO2)[N:9]=1)=[O:7])#[N:2].O.C1(C)C=CC(S(O)(=O)=O)=CC=1. The catalyst is C(O)C. The product is [C:1]([CH2:3][CH2:4][NH:5][C:6]([C:8]1[C:12]([NH:13][C:14]([C:16]2[CH:21]=[CH:20][CH:19]=[C:18]([CH3:22])[N:17]=2)=[O:15])=[CH:11][NH:10][N:9]=1)=[O:7])#[N:2]. The yield is 0.970. (3) The reactants are [N:1]([C@H:4]1[CH2:9][CH2:8][CH2:7][C@@H:6]([O:10][C:11]([C:24]2[CH:29]=[CH:28][CH:27]=[CH:26][CH:25]=2)([C:18]2[CH:23]=[CH:22][CH:21]=[CH:20][CH:19]=2)[C:12]2[CH:17]=[CH:16][CH:15]=[CH:14][CH:13]=2)[C@@H:5]1[OH:30])=[N+:2]=[N-:3].N1C=CC=CC=1.[C:37](Cl)([CH3:39])=[O:38]. The catalyst is C(Cl)Cl. The product is [C:37]([O:30][C@H:5]1[C@H:6]([O:10][C:11]([C:12]2[CH:17]=[CH:16][CH:15]=[CH:14][CH:13]=2)([C:24]2[CH:29]=[CH:28][CH:27]=[CH:26][CH:25]=2)[C:18]2[CH:19]=[CH:20][CH:21]=[CH:22][CH:23]=2)[CH2:7][CH2:8][CH2:9][C@@H:4]1[N:1]=[N+:2]=[N-:3])(=[O:38])[CH3:39]. The yield is 1.00. (4) The reactants are [F:1][C:2]1[C:3]([C:9]2[CH:14]=[C:13]([F:15])[CH:12]=[C:11]([F:16])[C:10]=2[F:17])=[N:4][C:5]([CH3:8])=[CH:6][CH:7]=1.[Mn]([O-])(=O)(=O)=[O:19].[K+].[OH2:24]. The catalyst is CC(O)(C)C. The product is [F:1][C:2]1[CH:7]=[CH:6][C:5]([C:8]([OH:19])=[O:24])=[N:4][C:3]=1[C:9]1[CH:14]=[C:13]([F:15])[CH:12]=[C:11]([F:16])[C:10]=1[F:17]. The yield is 0.890. (5) The reactants are [O:1]=[C:2]1[C:10]2([CH2:14][O:13][C:12]3[CH:15]=[C:16]4[C:20](=[CH:21][C:11]2=3)[CH2:19][CH2:18][O:17]4)[C:9]2[C:4](=[CH:5][CH:6]=[CH:7][CH:8]=2)[N:3]1[CH2:22][C:23]1[O:27][C:26]([C:28]([O:30]C)=[O:29])=[CH:25][CH:24]=1.[OH-].[Na+].CO. The catalyst is O. The product is [O:1]=[C:2]1[C:10]2([CH2:14][O:13][C:12]3[CH:15]=[C:16]4[C:20](=[CH:21][C:11]2=3)[CH2:19][CH2:18][O:17]4)[C:9]2[C:4](=[CH:5][CH:6]=[CH:7][CH:8]=2)[N:3]1[CH2:22][C:23]1[O:27][C:26]([C:28]([OH:30])=[O:29])=[CH:25][CH:24]=1. The yield is 0.920. (6) The reactants are Br[C:2]1[CH:9]=[C:8]([F:10])[CH:7]=[CH:6][C:3]=1[C:4]#[N:5].C([Mg]Cl)(C)C.CN([CH:19]=[O:20])C.Cl. The catalyst is C1COCC1. The product is [F:10][C:8]1[CH:7]=[CH:6][C:3]([C:4]#[N:5])=[C:2]([CH:19]=[O:20])[CH:9]=1. The yield is 0.710. (7) The reactants are O=[O+][O-].[CH2:4]([O:6][C:7]([C:9]1(/[CH:29]=C/C)[CH2:14][CH2:13][CH:12]([NH:15][S:16]([C:19]2[CH:24]=[CH:23][C:22]([C:25]([F:28])([F:27])[F:26])=[CH:21][CH:20]=2)(=[O:18])=[O:17])[CH2:11][CH2:10]1)=[O:8])[CH3:5].[O:32]=O.C1C=CC(P(C2C=CC=CC=2)C2C=CC=CC=2)=CC=1. The catalyst is C(Cl)Cl. The product is [CH2:4]([O:6][C:7]([C:9]1([CH:29]=[O:32])[CH2:10][CH2:11][CH:12]([NH:15][S:16]([C:19]2[CH:20]=[CH:21][C:22]([C:25]([F:26])([F:28])[F:27])=[CH:23][CH:24]=2)(=[O:17])=[O:18])[CH2:13][CH2:14]1)=[O:8])[CH3:5]. The yield is 0.910.